Dataset: Catalyst prediction with 721,799 reactions and 888 catalyst types from USPTO. Task: Predict which catalyst facilitates the given reaction. (1) Reactant: [OH:1][C:2]1[C:10]2[CH:9]=[N:8][CH:7]=[N:6][C:5]=2[O:4][C:3]=1[C:11]([O:13][CH2:14][CH3:15])=[O:12].C(N(C(C)C)CC)(C)C.C1C=CC(N([S:32]([C:35]([F:38])([F:37])[F:36])(=[O:34])=[O:33])[S:32]([C:35]([F:38])([F:37])[F:36])(=[O:34])=[O:33])=CC=1. Product: [F:36][C:35]([F:38])([F:37])[S:32]([O:1][C:2]1[C:10]2[CH:9]=[N:8][CH:7]=[N:6][C:5]=2[O:4][C:3]=1[C:11]([O:13][CH2:14][CH3:15])=[O:12])(=[O:34])=[O:33]. The catalyst class is: 216. (2) Reactant: [CH3:1][C:2]([C:5]1[CH:10]=[CH:9][C:8]([S:11]([NH:14][C:15]2[N:20]=[C:19]([C:21]3[N:26]=[CH:25][CH:24]=[CH:23][N:22]=3)[N:18]=[C:17]([O:27][CH2:28][CH2:29][OH:30])[C:16]=2[O:31][C:32]2[C:37]([O:38][CH3:39])=[CH:36][CH:35]=[CH:34][CH:33]=2)(=[O:13])=[O:12])=[CH:7][CH:6]=1)([CH3:4])[CH3:3].O.[S:41](=[O:45])(=[O:44])([OH:43])[OH:42]. Product: [CH3:4][C:2]([C:5]1[CH:10]=[CH:9][C:8]([S:11]([NH:14][C:15]2[C:16]([O:31][C:32]3[CH:33]=[CH:34][CH:35]=[CH:36][C:37]=3[O:38][CH3:39])=[C:17]([O:27][CH2:28][CH2:29][OH:30])[N:18]=[C:19]([C:21]3[N:22]=[CH:23][CH:24]=[CH:25][N:26]=3)[N:20]=2)(=[O:12])=[O:13])=[CH:7][CH:6]=1)([CH3:1])[CH3:3].[S:41]([O-:45])([OH:44])(=[O:43])=[O:42]. The catalyst class is: 10. (3) Reactant: [CH3:1][S:2]([C:5]1[CH:10]=[CH:9][C:8]([N:11]2[C:15]3[C:16]4[CH:17]=[N:18][NH:19][C:20]=4[CH2:21][CH2:22][C:14]=3[C:13]([C:23]([O:25]CC)=O)=[N:12]2)=[CH:7][CH:6]=1)(=[O:4])=[O:3].[CH3:28][NH2:29]. Product: [CH3:28][NH:29][C:23]([C:13]1[C:14]2[CH2:22][CH2:21][C:20]3[NH:19][N:18]=[CH:17][C:16]=3[C:15]=2[N:11]([C:8]2[CH:7]=[CH:6][C:5]([S:2]([CH3:1])(=[O:4])=[O:3])=[CH:10][CH:9]=2)[N:12]=1)=[O:25]. The catalyst class is: 8. (4) Reactant: [CH:1]([O:3][CH2:4][CH2:5][CH:6]1CCCCC1)=C.C([O:14][CH:15]=[CH2:16])=C.C12(CS(O)(=O)=O)C(C)(C)C(CC1)CC2=[O:19].C(N(CC)CC)C. Product: [CH3:6][CH:5]([O:14][C:15]([CH3:16])=[O:19])[CH2:4][O:3][CH3:1]. The catalyst class is: 13. (5) Reactant: C([O:8][N:9]1[C:15](=[O:16])[N:14]2[CH2:17][C@H:10]1[CH2:11][CH2:12][C@H:13]2[C:18]1[O:22][N:21]=[C:20]([C:23]([O:25][CH2:26][CH3:27])=[O:24])[N:19]=1)C1C=CC=CC=1. Product: [OH:8][N:9]1[C:15](=[O:16])[N:14]2[CH2:17][C@H:10]1[CH2:11][CH2:12][C@H:13]2[C:18]1[O:22][N:21]=[C:20]([C:23]([O:25][CH2:26][CH3:27])=[O:24])[N:19]=1. The catalyst class is: 403. (6) Reactant: CC(C)([O-])C.[K+].[N:7]1([S:12]([C:15]2[CH:16]=[C:17]3[C:21](=[CH:22][CH:23]=2)[NH:20][C:19](=[O:24])[C:18]23[O:29][CH2:28][CH2:27][CH2:26][O:25]2)(=[O:14])=[O:13])[CH2:11][CH2:10][CH2:9][CH2:8]1.Cl[CH2:31][C:32]([CH3:36])([CH3:35])[C:33]#[N:34].O. Product: [CH3:31][C:32]([CH3:36])([CH2:35][N:20]1[C:21]2[C:17](=[CH:16][C:15]([S:12]([N:7]3[CH2:11][CH2:10][CH2:9][CH2:8]3)(=[O:13])=[O:14])=[CH:23][CH:22]=2)[C:18]2([O:29][CH2:28][CH2:27][CH2:26][O:25]2)[C:19]1=[O:24])[C:33]#[N:34]. The catalyst class is: 16.